Dataset: Forward reaction prediction with 1.9M reactions from USPTO patents (1976-2016). Task: Predict the product of the given reaction. (1) Given the reactants [Br:1][C:2]1[CH:7]=[CH:6][C:5]([OH:8])=[C:4]([C:9]2[O:10][C:11]3[CH:17]=[CH:16][C:15]([C:18]([CH3:21])([CH3:20])[CH3:19])=[CH:14][C:12]=3[N:13]=2)[CH:3]=1.Cl[CH2:23][C:24]1[CH:29]=[CH:28][CH:27]=[CH:26][CH:25]=1, predict the reaction product. The product is: [CH2:23]([O:8][C:5]1[CH:6]=[CH:7][C:2]([Br:1])=[CH:3][C:4]=1[C:9]1[O:10][C:11]2[CH:17]=[CH:16][C:15]([C:18]([CH3:21])([CH3:20])[CH3:19])=[CH:14][C:12]=2[N:13]=1)[C:24]1[CH:29]=[CH:28][CH:27]=[CH:26][CH:25]=1. (2) Given the reactants [C:1](Cl)(=[O:3])[CH3:2].FC(F)(F)C(O)=O.[F:12][C:13]1[CH:14]=[CH:15][C:16]([N+:26]([O-:28])=[O:27])=[C:17]([CH:25]=1)[O:18][C@H:19]1[CH2:23][CH2:22][C@H:21]([NH2:24])[CH2:20]1.CCN(C(C)C)C(C)C, predict the reaction product. The product is: [F:12][C:13]1[CH:14]=[CH:15][C:16]([N+:26]([O-:28])=[O:27])=[C:17]([CH:25]=1)[O:18][C@H:19]1[CH2:23][CH2:22][C@H:21]([NH:24][C:1](=[O:3])[CH3:2])[CH2:20]1. (3) Given the reactants [NH2:1][CH2:2][C:3]1([OH:7])[CH2:6][CH2:5][CH2:4]1.[CH3:8][C:9]([CH3:14])([CH3:13])[CH2:10][CH:11]=O.[S-:15][C:16]#[N:17].[K+].II, predict the reaction product. The product is: [C:9]([C:10]1[S:15][C:16](=[NH:17])[N:1]([CH2:2][C:3]2([OH:7])[CH2:6][CH2:5][CH2:4]2)[CH:11]=1)([CH3:14])([CH3:13])[CH3:8]. (4) Given the reactants [CH3:1][C:2]1[CH:3]=[C:4]([CH:7]=[CH:8][C:9]=1[N+:10]([O-:12])=[O:11])[CH2:5]Cl.[F:13][C:14]([F:31])([C:19]1[C:23]([C:24]([F:30])([F:29])[C:25]([F:28])([F:27])[F:26])=[CH:22][NH:21][N:20]=1)[C:15]([F:18])([F:17])[F:16].C(=O)([O-])[O-].[K+].[K+].O, predict the reaction product. The product is: [CH3:1][C:2]1[CH:3]=[C:4]([CH:7]=[CH:8][C:9]=1[N+:10]([O-:12])=[O:11])[CH2:5][N:21]1[CH:22]=[C:23]([C:24]([F:30])([F:29])[C:25]([F:28])([F:27])[F:26])[C:19]([C:14]([F:13])([F:31])[C:15]([F:16])([F:17])[F:18])=[N:20]1. (5) Given the reactants C([N:8](CC1C=CC=CC=1)[C@H:9]([C:15](=O)[C:16]1[CH:21]=[C:20]([F:22])[C:19]([F:23])=[CH:18][C:17]=1[F:24])[CH2:10][C:11]([O:13]C)=[O:12])C1C=CC=CC=1.[H][H], predict the reaction product. The product is: [NH2:8][C@H:9]([CH2:15][C:16]1[CH:21]=[C:20]([F:22])[C:19]([F:23])=[CH:18][C:17]=1[F:24])[CH2:10][C:11]([OH:13])=[O:12].